Dataset: Forward reaction prediction with 1.9M reactions from USPTO patents (1976-2016). Task: Predict the product of the given reaction. (1) Given the reactants C([O:3][C:4]([C:6]1[O:7][C:8]2[C:15]([Cl:16])=[CH:14][C:13]([Cl:17])=[C:12]([O:18][CH3:19])[C:9]=2[C:10]=1[CH3:11])=[O:5])C.[Li+].[OH-], predict the reaction product. The product is: [Cl:17][C:13]1[CH:14]=[C:15]([Cl:16])[C:8]2[O:7][C:6]([C:4]([OH:5])=[O:3])=[C:10]([CH3:11])[C:9]=2[C:12]=1[O:18][CH3:19]. (2) Given the reactants C[O:2][C:3]1[CH:4]=[C:5](/[CH:9]=[CH:10]/[C:11]2[N:16]=[C:15]([CH3:17])[CH:14]=[C:13]([N:18]3[CH2:22][CH2:21][CH2:20][CH2:19]3)[N:12]=2)[CH:6]=[CH:7][CH:8]=1.ClC1C=C(C)N=C(/C=C/C2C=CC=C(OC)C=2)N=1.B(Br)(Br)Br, predict the reaction product. The product is: [OH:2][C:3]1[CH:4]=[C:5](/[CH:9]=[CH:10]/[C:11]2[N:16]=[C:15]([CH3:17])[CH:14]=[C:13]([N:18]3[CH2:22][CH2:21][CH2:20][CH2:19]3)[N:12]=2)[CH:6]=[CH:7][CH:8]=1. (3) Given the reactants Br[C:2]1[CH:3]=[CH:4][C:5]([C:9]([OH:12])([CH3:11])[CH3:10])=[C:6]([OH:8])[CH:7]=1.[C:13]([O:17][CH2:18][CH3:19])(=[O:16])[CH:14]=[CH2:15].C(N(CC)CC)C.CC1C(P(C2C(C)=CC=CC=2)C2C(C)=CC=CC=2)=CC=CC=1, predict the reaction product. The product is: [OH:8][C:6]1[CH:7]=[C:2](/[CH:15]=[CH:14]/[C:13]([O:17][CH2:18][CH3:19])=[O:16])[CH:3]=[CH:4][C:5]=1[C:9]([OH:12])([CH3:11])[CH3:10]. (4) Given the reactants Br[CH2:2][CH:3]=[C:4]([CH3:6])[CH3:5].C(=O)([O-])[O-].[K+].[K+].[C:13]([O:17][C:18]([NH:20][C@@H:21]1[CH2:26][CH2:25][CH2:24][N:23](/[C:27](=[N:35]/[C:36]#[N:37])/[NH:28][CH2:29][C:30]([O:32][CH2:33][CH3:34])=[O:31])[CH2:22]1)=[O:19])([CH3:16])([CH3:15])[CH3:14], predict the reaction product. The product is: [C:13]([O:17][C:18]([NH:20][C@@H:21]1[CH2:26][CH2:25][CH2:24][N:23](/[C:27](=[N:35]\[C:36]#[N:37])/[N:28]([CH2:2][CH:3]=[C:4]([CH3:6])[CH3:5])[CH2:29][C:30]([O:32][CH2:33][CH3:34])=[O:31])[CH2:22]1)=[O:19])([CH3:14])([CH3:15])[CH3:16]. (5) Given the reactants [OH:1][CH:2]1[CH2:7][CH2:6][CH:5]([C:8]([N:10]([O:12][CH3:13])[CH3:11])=[O:9])[CH2:4][CH2:3]1.N1C=CN=C1.[C:19]([Si:23](Cl)([CH3:25])[CH3:24])([CH3:22])([CH3:21])[CH3:20].O, predict the reaction product. The product is: [Si:23]([O:1][CH:2]1[CH2:7][CH2:6][CH:5]([C:8]([N:10]([O:12][CH3:13])[CH3:11])=[O:9])[CH2:4][CH2:3]1)([C:19]([CH3:22])([CH3:21])[CH3:20])([CH3:25])[CH3:24]. (6) Given the reactants [C:1]([O:4][C:5](=O)[CH3:6])(=[O:3])[CH3:2].C(N(CC)CC)C.CN(C1C=CC=CN=1)C.[C:24]1([C:34]2[N:39]=[N:38][N:37]=[C:36]([C:40]3[CH:45]=[CH:44][C:43]([O:46]CCO)=[CH:42][C:41]=3[OH:50])[C:35]=2[C:51]2[C:60]3[C:55](=[CH:56][CH:57]=[CH:58][CH:59]=3)[CH:54]=[CH:53][CH:52]=2)[C:33]2[C:28](=[CH:29][CH:30]=[CH:31][CH:32]=2)[CH:27]=[CH:26][CH:25]=1, predict the reaction product. The product is: [C:24]1([C:34]2[N:39]=[N:38][N:37]=[C:36]([C:40]3[CH:45]=[CH:44][C:43]([O:46][CH2:6][CH2:5][O:4][C:1](=[O:3])[CH3:2])=[CH:42][C:41]=3[OH:50])[C:35]=2[C:51]2[C:60]3[C:55](=[CH:56][CH:57]=[CH:58][CH:59]=3)[CH:54]=[CH:53][CH:52]=2)[C:33]2[C:28](=[CH:29][CH:30]=[CH:31][CH:32]=2)[CH:27]=[CH:26][CH:25]=1. (7) Given the reactants [O:1]1[CH2:6][CH2:5][N:4]([C:7]2[N:12]=[CH:11][C:10]([NH:13][C:14]3[C:23]4[C:22](=[O:24])[NH:21][CH:20]=[N:19][C:18]=4[CH:17]=[C:16](Cl)[N:15]=3)=[CH:9][CH:8]=2)[CH2:3][CH2:2]1.[CH2:26]([NH2:29])[CH2:27][NH2:28], predict the reaction product. The product is: [NH2:28][CH2:27][CH2:26][NH:29][C:16]1[N:15]=[C:14]([NH:13][C:10]2[CH:11]=[N:12][C:7]([N:4]3[CH2:5][CH2:6][O:1][CH2:2][CH2:3]3)=[CH:8][CH:9]=2)[C:23]2[C:22](=[O:24])[NH:21][CH:20]=[N:19][C:18]=2[CH:17]=1. (8) Given the reactants [CH3:1][O:2][C:3]1[CH:8]=[CH:7][C:6]([C:9]([C:24]2[CH:29]=[CH:28][C:27]([O:30][CH3:31])=[CH:26][CH:25]=2)([C:18]2[CH:23]=[CH:22][CH:21]=[CH:20][CH:19]=2)[O:10][CH2:11][C@@H:12]2[C@@H:16]([OH:17])[CH2:15][CH2:14][O:13]2)=[CH:5][CH:4]=1.[H-].[Na+].I[CH3:35], predict the reaction product. The product is: [CH3:1][O:2][C:3]1[CH:4]=[CH:5][C:6]([C:9]([C:24]2[CH:25]=[CH:26][C:27]([O:30][CH3:31])=[CH:28][CH:29]=2)([C:18]2[CH:23]=[CH:22][CH:21]=[CH:20][CH:19]=2)[O:10][CH2:11][C@@H:12]2[C@@H:16]([O:17][CH3:35])[CH2:15][CH2:14][O:13]2)=[CH:7][CH:8]=1. (9) Given the reactants [CH2:1]([N:8]1[CH2:13][C:12]([CH3:15])([CH3:14])[O:11][C:10](=[O:16])[CH:9]1[CH2:17][C:18]([OH:20])=O)[C:2]1[CH:7]=[CH:6][CH:5]=[CH:4][CH:3]=1.C(N(C(C)C)CC)(C)C.CN(C(ON1N=NC2C=CC=NC1=2)=[N+](C)C)C.F[P-](F)(F)(F)(F)F.[CH:54]([C:57]1[CH:63]=[CH:62][C:60]([NH2:61])=[CH:59][CH:58]=1)([CH3:56])[CH3:55], predict the reaction product. The product is: [CH2:1]([N:8]1[CH2:13][C:12]([CH3:14])([CH3:15])[O:11][C:10](=[O:16])[CH:9]1[CH2:17][C:18]([NH:61][C:60]1[CH:62]=[CH:63][C:57]([CH:54]([CH3:56])[CH3:55])=[CH:58][CH:59]=1)=[O:20])[C:2]1[CH:3]=[CH:4][CH:5]=[CH:6][CH:7]=1.